The task is: Predict which catalyst facilitates the given reaction.. This data is from Catalyst prediction with 721,799 reactions and 888 catalyst types from USPTO. (1) Reactant: [ClH:1].[NH2:2][C@@H:3]([CH2:10]O)[C:4]([O:6][CH2:7][CH2:8][CH3:9])=[O:5].S(Cl)(Cl)=O.[C:16](Cl)(=[O:18])[CH3:17]. Product: [C:16]([NH:2][C@@H:3]([CH2:10][Cl:1])[C:4]([O:6][CH2:7][CH2:8][CH3:9])=[O:5])(=[O:18])[CH3:17]. The catalyst class is: 11. (2) Reactant: [Cl:1][C:2]1[C:7]([O:8][CH3:9])=[CH:6][C:5]([OH:10])=[C:4]([CH:11]([OH:18])[C:12]2[CH:17]=[CH:16][CH:15]=[CH:14][CH:13]=2)[CH:3]=1.C([O-])([O-])=O.[Cs+].[Cs+].Br[CH2:26][C:27]([O:29][CH2:30][CH3:31])=[O:28]. Product: [CH2:30]([O:29][C:27](=[O:28])[CH2:26][O:10][C:5]1[CH:6]=[C:7]([O:8][CH3:9])[C:2]([Cl:1])=[CH:3][C:4]=1[CH:11]([OH:18])[C:12]1[CH:13]=[CH:14][CH:15]=[CH:16][CH:17]=1)[CH3:31]. The catalyst class is: 10. (3) Reactant: [CH2:1]([S:8][C:9]1[CH:18]=[C:17]2[C:12]([C:13]([Br:20])=[CH:14][NH:15][C:16]2=[O:19])=[CH:11][CH:10]=1)[C:2]1[CH:7]=[CH:6][CH:5]=[CH:4][CH:3]=1.[C:21](=O)([O-])[O-].[K+].[K+].IC. Product: [CH2:1]([S:8][C:9]1[CH:18]=[C:17]2[C:12]([C:13]([Br:20])=[CH:14][N:15]([CH3:21])[C:16]2=[O:19])=[CH:11][CH:10]=1)[C:2]1[CH:3]=[CH:4][CH:5]=[CH:6][CH:7]=1. The catalyst class is: 18. (4) Reactant: [C:1]([N:4]1[CH2:9][CH2:8][N:7]([C:10]2[CH:17]=[CH:16][C:13]([CH:14]=O)=[CH:12][CH:11]=2)[CH2:6][CH:5]1[CH3:18])(=[O:3])[CH3:2].[NH2:19][C:20]1[CH:28]=[C:27]([O:29][CH3:30])[CH:26]=[C:25]([O:31][CH3:32])[C:21]=1[C:22]([NH2:24])=[O:23].OS([O-])=O.[Na+].CC1C=CC(S(O)(=O)=O)=CC=1. Product: [C:1]([N:4]1[CH2:9][CH2:8][N:7]([C:10]2[CH:17]=[CH:16][C:13]([C:14]3[NH:24][C:22](=[O:23])[C:21]4[C:20](=[CH:28][C:27]([O:29][CH3:30])=[CH:26][C:25]=4[O:31][CH3:32])[N:19]=3)=[CH:12][CH:11]=2)[CH2:6][CH:5]1[CH3:18])(=[O:3])[CH3:2]. The catalyst class is: 287. (5) Reactant: [N:1]1[CH:6]=[CH:5][C:4]([C:7]([OH:9])=[O:8])=[CH:3][C:2]=1[C:10]([OH:12])=[O:11].O.[C:14]1(C)C=CC(S(O)(=O)=O)=C[CH:15]=1.[CH2:25](O)[CH3:26]. Product: [CH2:14]([O:11][C:10]([C:2]1[CH:3]=[C:4]([C:7]([O:9][CH2:25][CH3:26])=[O:8])[CH:5]=[CH:6][N:1]=1)=[O:12])[CH3:15]. The catalyst class is: 11. (6) Reactant: [Cl:1][C:2]1[N:7]=[C:6]([C:8]([OH:10])=[O:9])[CH:5]=[CH:4][CH:3]=1.C(Cl)(=O)C(Cl)=O.CN(C=O)C.[CH3:22][C:23]([CH3:26])([O-])[CH3:24].[K+]. Product: [Cl:1][C:2]1[N:7]=[C:6]([C:8]([O:10][C:23]([CH3:26])([CH3:24])[CH3:22])=[O:9])[CH:5]=[CH:4][CH:3]=1. The catalyst class is: 2. (7) Reactant: [C:1]([O:5][C:6](=[O:36])[C:7]1[CH:12]=[CH:11][C:10]([N:13]([CH:15]([C:26]2[CH:31]=[CH:30][C:29]([C:32]([CH3:35])([CH3:34])[CH3:33])=[CH:28][CH:27]=2)[C:16](=[O:25])[NH:17][C:18]2[CH:23]=[CH:22][C:21](I)=[CH:20][CH:19]=2)[CH3:14])=[CH:9][CH:8]=1)([CH3:4])([CH3:3])[CH3:2].C(O)C.C([O-])([O-])=O.[Na+].[Na+].[O:46]1[C:50](B(O)O)=[CH:49][C:48]2[CH:54]=[CH:55][CH:56]=[CH:57][C:47]1=2. Product: [C:1]([O:5][C:6](=[O:36])[C:7]1[CH:12]=[CH:11][C:10]([N:13]([CH:15]([C:16](=[O:25])[N:17]([C:47]2[O:46][C:50]3=[CH:49][CH:48]=[CH:54][C:55]3=[CH:56][CH:57]=2)[C:18]2[CH:23]=[CH:22][CH:21]=[CH:20][CH:19]=2)[C:26]2[CH:31]=[CH:30][C:29]([C:32]([CH3:35])([CH3:34])[CH3:33])=[CH:28][CH:27]=2)[CH3:14])=[CH:9][CH:8]=1)([CH3:4])([CH3:3])[CH3:2]. The catalyst class is: 149. (8) Reactant: [OH:1][CH2:2][CH:3]1[CH2:8][CH2:7][CH2:6][N:5]([C:9]([O:11][C:12]([CH3:15])([CH3:14])[CH3:13])=[O:10])[CH2:4]1.C(N(CC)CC)C.[CH3:23][S:24](Cl)(=[O:26])=[O:25]. Product: [CH3:23][S:24]([O:1][CH2:2][CH:3]1[CH2:8][CH2:7][CH2:6][N:5]([C:9]([O:11][C:12]([CH3:15])([CH3:14])[CH3:13])=[O:10])[CH2:4]1)(=[O:26])=[O:25]. The catalyst class is: 4. (9) The catalyst class is: 8. Product: [CH3:1][O:2][C:3]1[CH:8]=[CH:7][C:6]([N:9]2[CH2:14][CH2:13][N:12]([C:15]3[C:33]([CH3:34])=[C:32]([CH3:35])[C:18]4[CH:19]([C:25]5[CH:26]=[CH:27][C:28]([CH3:31])=[CH:29][CH:30]=5)[C:20]([CH3:23])([CH3:22])[O:21][C:17]=4[C:16]=3[CH3:36])[CH2:11][CH2:10]2)=[CH:5][CH:4]=1. Reactant: [CH3:1][O:2][C:3]1[CH:8]=[CH:7][C:6]([N:9]2[CH2:14][CH2:13][N:12]([C:15]3[C:33]([CH3:34])=[C:32]([CH3:35])[C:18]4[C:19]([C:25]5[CH:30]=[CH:29][C:28]([CH3:31])=[CH:27][CH:26]=5)(O)[C:20]([CH3:23])([CH3:22])[O:21][C:17]=4[C:16]=3[CH3:36])[CH2:11][CH2:10]2)=[CH:5][CH:4]=1. (10) Reactant: [CH2:1]1[C:10]2[C:5](=[CH:6][C:7]([NH:11][C:12]([C:14]3[CH2:19][CH2:18][CH2:17][CH2:16][C:15]=3[C:20]3[CH:25]=[CH:24][C:23]([C:26]([F:29])([F:28])[F:27])=[CH:22][CH:21]=3)=[O:13])=[CH:8][CH:9]=2)[CH2:4][CH2:3][NH:2]1.[CH:30]([C:32]1[CH:33]=[C:34]([CH:37]=[CH:38][CH:39]=1)[C:35]#[N:36])=O.C(O[BH-](OC(=O)C)OC(=O)C)(=O)C.[Na+]. Product: [C:35]([C:34]1[CH:33]=[C:32]([CH:39]=[CH:38][CH:37]=1)[CH2:30][N:2]1[CH2:3][CH2:4][C:5]2[C:10](=[CH:9][CH:8]=[C:7]([NH:11][C:12]([C:14]3[CH2:19][CH2:18][CH2:17][CH2:16][C:15]=3[C:20]3[CH:21]=[CH:22][C:23]([C:26]([F:27])([F:28])[F:29])=[CH:24][CH:25]=3)=[O:13])[CH:6]=2)[CH2:1]1)#[N:36]. The catalyst class is: 4.